This data is from Forward reaction prediction with 1.9M reactions from USPTO patents (1976-2016). The task is: Predict the product of the given reaction. Given the reactants [N:1]1([CH:10]=[O:11])[C:5]2[CH:6]=[CH:7][CH:8]=[CH:9][C:4]=2N=N1.[F:12][C:13]([F:23])([F:22])[O:14]C1C=CC(N)=CC=1, predict the reaction product. The product is: [F:12][C:13]([F:23])([F:22])[O:14][C:8]1[CH:7]=[CH:6][C:5]([NH:1][CH:10]=[O:11])=[CH:4][CH:9]=1.